This data is from Reaction yield outcomes from USPTO patents with 853,638 reactions. The task is: Predict the reaction yield, written as a fraction of the theoretical maximum amount of product (1.0 means a 100% yield; for example, 0.34 means a 34% yield). (1) The reactants are [C:1]([O-:4])([O-:3])=O.[K+].[K+].[NH:7]1[CH2:12][CH2:11][CH2:10][CH2:9][CH2:8]1.[C:13](Cl)([O:15][CH2:16][C:17]1[CH:22]=[CH:21][CH:20]=[CH:19][CH:18]=1)=[O:14].[CH2:24]1COC[CH2:25]1.O. No catalyst specified. The product is [CH2:24]([O:3][C:1]([C@H:9]1[CH2:10][CH2:11][CH2:12][N:7]([C:13]([O:15][CH2:16][C:17]2[CH:22]=[CH:21][CH:20]=[CH:19][CH:18]=2)=[O:14])[CH2:8]1)=[O:4])[CH3:25]. The yield is 1.00. (2) The reactants are [Cl:1][C:2]1[CH:10]=[C:9]2[C:5]([C:6]([C:11]([O:13]C)=[O:12])=[CH:7][NH:8]2)=[CH:4][C:3]=1[C:15]1[CH:20]=[CH:19][C:18]([O:21][CH2:22][CH2:23][CH2:24][N:25]2[CH2:30][CH2:29][N:28]([CH3:31])[CH2:27][CH2:26]2)=[CH:17][CH:16]=1.[OH-].[Na+]. The catalyst is CO. The product is [Cl:1][C:2]1[CH:10]=[C:9]2[C:5]([C:6]([C:11]([OH:13])=[O:12])=[CH:7][NH:8]2)=[CH:4][C:3]=1[C:15]1[CH:16]=[CH:17][C:18]([O:21][CH2:22][CH2:23][CH2:24][N:25]2[CH2:26][CH2:27][N:28]([CH3:31])[CH2:29][CH2:30]2)=[CH:19][CH:20]=1. The yield is 0.280. (3) The reactants are [CH3:1][CH:2]([NH:4][C:5]1[N:13]=[C:12]2[C:8]([N:9]=[C:10]([NH:21][C:22]3[C:27]([F:28])=[CH:26][C:25]([F:29])=[CH:24][C:23]=3[F:30])[N:11]2[C@@H:14]([CH3:20])[CH2:15][CH2:16][C:17]([NH2:19])=[O:18])=[CH:7][N:6]=1)[CH3:3].CC(NC1N=C2C(N=C(NC3C(F)=CC(F)=CC=3F)N2[C@H](C)CCC(OC)=O)=CN=1)C. No catalyst specified. The product is [CH3:3][CH:2]([NH:4][C:5]1[N:13]=[C:12]2[C:8]([N:9]=[C:10]([NH:21][C:22]3[C:23]([F:30])=[CH:24][C:25]([F:29])=[CH:26][C:27]=3[F:28])[N:11]2[C@H:14]([CH3:20])[CH2:15][CH2:16][C:17]([NH2:19])=[O:18])=[CH:7][N:6]=1)[CH3:1]. The yield is 0.570. (4) The reactants are [Br:1][C:2]1[CH:14]=[CH:13][C:12]([C:15](=[O:17])[NH2:16])=[C:11]2[C:3]=1[C:4]1[CH2:5][CH2:6][CH:7](C(OCC)=O)[CH2:8][C:9]=1[NH:10]2.[CH3:23][Li].Cl.[CH2:26]1[CH2:30][O:29]CC1. No catalyst specified. The product is [Br:1][C:2]1[CH:14]=[CH:13][C:12]([C:15]([NH2:16])=[O:17])=[C:11]2[C:3]=1[C:4]1[CH2:5][CH2:6][CH:7]([C:30]([OH:29])([CH3:26])[CH3:23])[CH2:8][C:9]=1[NH:10]2. The yield is 0.890. (5) The reactants are [NH2:1][C:2]1[CH:7]=[CH:6][C:5]([OH:8])=[CH:4][CH:3]=1.CC(C)([O-])C.[K+].Cl[C:16]1[CH:21]=[CH:20][N:19]=[C:18]([C:22](=[O:32])[NH:23][CH2:24][CH2:25][N:26]2[CH2:31][CH2:30][O:29][CH2:28][CH2:27]2)[CH:17]=1.C([O-])([O-])=O.[K+].[K+]. The catalyst is CN(C=O)C. The product is [N:26]1([CH2:25][CH2:24][NH:23][C:22]([C:18]2([O:8][C:5]3[CH:6]=[CH:7][C:2]([NH2:1])=[CH:3][CH:4]=3)[CH:17]=[CH:16][CH:21]=[CH:20][NH:19]2)=[O:32])[CH2:31][CH2:30][O:29][CH2:28][CH2:27]1. The yield is 0.650. (6) The reactants are I[C:2]1[N:3]=[CH:4][N:5]([C:7]([C:20]2[CH:25]=[CH:24][CH:23]=[CH:22][CH:21]=2)([C:14]2[CH:19]=[CH:18][CH:17]=[CH:16][CH:15]=2)[C:8]2[CH:13]=[CH:12][CH:11]=[CH:10][CH:9]=2)[CH:6]=1.C([Mg]Br)C.C(OCC)C.[F:35][C:36]([F:53])([F:52])[C:37]1[CH:38]=[C:39](/[CH:43]=[N:44]/[C:45](=[O:51])[O:46][C:47]([CH3:50])([CH3:49])[CH3:48])[CH:40]=[CH:41][CH:42]=1.[Cl-].[NH4+]. The catalyst is ClCCl.CO. The product is [F:35][C:36]([F:52])([F:53])[C:37]1[CH:38]=[C:39]([CH:43]([NH:44][C:45](=[O:51])[O:46][C:47]([CH3:50])([CH3:48])[CH3:49])[C:2]2[N:3]=[CH:4][N:5]([C:7]([C:8]3[CH:13]=[CH:12][CH:11]=[CH:10][CH:9]=3)([C:20]3[CH:21]=[CH:22][CH:23]=[CH:24][CH:25]=3)[C:14]3[CH:15]=[CH:16][CH:17]=[CH:18][CH:19]=3)[CH:6]=2)[CH:40]=[CH:41][CH:42]=1. The yield is 0.270. (7) The reactants are [NH2:1][C:2]1[N:3]=[C:4]2[CH:9]=[CH:8][C:7]([O:10][C:11]3[CH:12]=[C:13]([NH:17][C:18](=[O:29])[C:19]4[CH:24]=[CH:23][CH:22]=[C:21]([C:25]([F:28])([F:27])[F:26])[CH:20]=4)[CH:14]=[CH:15][CH:16]=3)=[N:6][N:5]2[CH:30]=1.[C:31](Cl)(=[O:34])[O:32][CH3:33].C(N(CC)CC)C. The catalyst is O1CCCC1. The product is [F:26][C:25]([F:28])([F:27])[C:21]1[CH:20]=[C:19]([CH:24]=[CH:23][CH:22]=1)[C:18]([NH:17][C:13]1[CH:12]=[C:11]([CH:16]=[CH:15][CH:14]=1)[O:10][C:7]1[CH:8]=[CH:9][C:4]2[N:5]([CH:30]=[C:2]([NH:1][C:31](=[O:34])[O:32][CH3:33])[N:3]=2)[N:6]=1)=[O:29]. The yield is 0.610. (8) The reactants are [CH3:1][N:2]([C:11]1[CH:12]=[CH:13][CH:14]=[C:15]2[C:19]=1[NH:18][C:17]([C:20]1[S:21][C:22]3([CH2:29][CH2:28][NH:27][CH2:26][CH2:25]3)[CH2:23][N:24]=1)=[CH:16]2)[S:3]([C:6]1[S:7][CH:8]=[CH:9][CH:10]=1)(=[O:5])=[O:4].N1C=CC=CC=1.[O:36]1CC[CH2:38][CH2:37]1.C(OC(=O)C)(=O)C. The catalyst is O.C(#N)C. The product is [C:37]([N:27]1[CH2:28][CH2:29][C:22]2([S:21][C:20]([C:17]3[NH:18][C:19]4[C:15]([CH:16]=3)=[CH:14][CH:13]=[CH:12][C:11]=4[N:2]([CH3:1])[S:3]([C:6]3[S:7][CH:8]=[CH:9][CH:10]=3)(=[O:4])=[O:5])=[N:24][CH2:23]2)[CH2:25][CH2:26]1)(=[O:36])[CH3:38]. The yield is 0.820.